This data is from Full USPTO retrosynthesis dataset with 1.9M reactions from patents (1976-2016). The task is: Predict the reactants needed to synthesize the given product. (1) Given the product [O:6]1[CH2:11][CH2:10][O:9][C:8]2[CH:12]=[C:13]([C:16]3[NH:17][C:18]4[N:19]([N:23]=[CH:24][C:25]=4[C:26]([N:1]4[CH2:5][CH2:4][CH2:3][CH2:2]4)=[O:27])[C:20](=[O:22])[CH:21]=3)[CH:14]=[CH:15][C:7]1=2, predict the reactants needed to synthesize it. The reactants are: [NH:1]1[CH2:5][CH2:4][CH2:3][CH2:2]1.[O:6]1[CH2:11][CH2:10][O:9][C:8]2[CH:12]=[C:13]([C:16]3[NH:17][C:18]4[N:19]([N:23]=[CH:24][C:25]=4[C:26](OCC)=[O:27])[C:20](=[O:22])[CH:21]=3)[CH:14]=[CH:15][C:7]1=2. (2) Given the product [CH3:38][C:39]1([CH:45]([C:2]2[C:10]3[C:5](=[N:6][CH:7]=[C:8]([C:11]4[CH:12]=[C:13]([O:21][CH3:22])[C:14]([O:19][CH3:20])=[C:15]([O:17][CH3:18])[CH:16]=4)[N:9]=3)[NH:4][CH:3]=2)[OH:46])[CH2:44][CH2:43][S:42][CH2:41][CH2:40]1, predict the reactants needed to synthesize it. The reactants are: I[C:2]1[C:10]2[C:5](=[N:6][CH:7]=[C:8]([C:11]3[CH:16]=[C:15]([O:17][CH3:18])[C:14]([O:19][CH3:20])=[C:13]([O:21][CH3:22])[CH:12]=3)[N:9]=2)[N:4]([Si](C(C)C)(C(C)C)C(C)C)[CH:3]=1.[Li]CCCC.[CH3:38][C:39]1([CH:45]=[O:46])[CH2:44][CH2:43][S:42][CH2:41][CH2:40]1. (3) Given the product [F:1][C:2]1[CH:7]=[CH:6][C:5]([C:29]2[C:30]3[N:37]=[CH:36][N:35]([CH:38]([CH3:40])[CH3:39])[C:31]=3[N:32]=[N:33][CH:34]=2)=[CH:4][C:3]=1[C:17]1[CH:18]=[CH:19][C:20]([S:23]([NH:26][CH3:27])(=[O:24])=[O:25])=[CH:21][CH:22]=1, predict the reactants needed to synthesize it. The reactants are: [F:1][C:2]1[CH:7]=[CH:6][C:5](B2OC(C)(C)C(C)(C)O2)=[CH:4][C:3]=1[C:17]1[CH:22]=[CH:21][C:20]([S:23]([NH:26][CH3:27])(=[O:25])=[O:24])=[CH:19][CH:18]=1.Cl[C:29]1[C:30]2[N:37]=[CH:36][N:35]([CH:38]([CH3:40])[CH3:39])[C:31]=2[N:32]=[N:33][CH:34]=1.C([O-])([O-])=O.[Na+].[Na+]. (4) Given the product [CH3:32][N:11]([CH:4]([C:5]1[N:6]=[N:7][CH:8]=[CH:9][CH:10]=1)[CH2:3][CH:2]([CH3:31])[CH3:1])[C:12]([C:14]1[CH:19]=[CH:18][C:17]([N:20]2[CH2:21][C:22]([F:25])([F:24])[CH2:23]2)=[C:16]([O:26][CH2:27][CH:28]2[CH2:30][CH2:29]2)[N:15]=1)=[O:13], predict the reactants needed to synthesize it. The reactants are: [CH3:1][CH:2]([CH3:31])[CH2:3][CH:4]([NH:11][C:12]([C:14]1[CH:19]=[CH:18][C:17]([N:20]2[CH2:23][C:22]([F:25])([F:24])[CH2:21]2)=[C:16]([O:26][CH2:27][CH:28]2[CH2:30][CH2:29]2)[N:15]=1)=[O:13])[C:5]1[N:6]=[N:7][CH:8]=[CH:9][CH:10]=1.[CH3:32]I.[H-].[Na+]. (5) Given the product [ClH:45].[NH2:8][C@@H:9]1[CH2:14][CH2:13][CH2:12][N:11]([C:15]2[N:37]([CH2:38][C:39]3[CH:44]=[CH:43][CH:42]=[CH:41][C:40]=3[Cl:45])[C:18]3[C:19](=[O:36])[N:20]([CH3:35])[C:21]4[CH:22]=[C:23]([C:28]([OH:30])=[O:29])[C:24]([F:27])=[CH:25][C:26]=4[C:17]=3[N:16]=2)[CH2:10]1, predict the reactants needed to synthesize it. The reactants are: C(OC([NH:8][C@@H:9]1[CH2:14][CH2:13][CH2:12][N:11]([C:15]2[N:37]([CH2:38][C:39]3[CH:44]=[CH:43][CH:42]=[CH:41][C:40]=3[Cl:45])[C:18]3[C:19](=[O:36])[N:20]([CH3:35])[C:21]4[CH:22]=[C:23]([C:28]([O:30]C(C)(C)C)=[O:29])[C:24]([F:27])=[CH:25][C:26]=4[C:17]=3[N:16]=2)[CH2:10]1)=O)(C)(C)C. (6) The reactants are: [CH3:1][O:2][C:3]1[CH:8]=[CH:7][C:6]([C:9]2[O:10][C:11]3[C:16]([C:17](=[O:19])[CH:18]=2)=[CH:15][C:14]([CH2:20][C:21]([OH:23])=[O:22])=[CH:13][CH:12]=3)=[CH:5][CH:4]=1.[C:24](O[K])(C)(C)C.CI. Given the product [CH3:1][O:2][C:3]1[CH:8]=[CH:7][C:6]([C:9]2[O:10][C:11]3[C:16]([C:17](=[O:19])[CH:18]=2)=[CH:15][C:14]([CH:20]([CH3:24])[C:21]([OH:23])=[O:22])=[CH:13][CH:12]=3)=[CH:5][CH:4]=1, predict the reactants needed to synthesize it. (7) Given the product [NH2:14][C:15]1[C:16](=[O:45])[N:17]([CH2:37][CH2:38][C:39]2[CH:44]=[CH:43][CH:42]=[CH:41][CH:40]=2)[C:18]([C:22]2[CH:27]=[CH:26][CH:25]=[C:24]([O:28][CH2:29][C:30]3[CH:35]=[CH:34][CH:33]=[CH:32][CH:31]=3)[C:23]=2[F:36])=[N:19][C:20]=1[CH3:21], predict the reactants needed to synthesize it. The reactants are: C1(C(=[N:14][C:15]2[C:16](=[O:45])[N:17]([CH2:37][CH2:38][C:39]3[CH:44]=[CH:43][CH:42]=[CH:41][CH:40]=3)[C:18]([C:22]3[CH:27]=[CH:26][CH:25]=[C:24]([O:28][CH2:29][C:30]4[CH:35]=[CH:34][CH:33]=[CH:32][CH:31]=4)[C:23]=3[F:36])=[N:19][C:20]=2[CH3:21])C2C=CC=CC=2)C=CC=CC=1.Cl.